From a dataset of Forward reaction prediction with 1.9M reactions from USPTO patents (1976-2016). Predict the product of the given reaction. (1) Given the reactants IC1C=CC(N[N:9]=[C:10]([C:13]#[N:14])[C:11]#[N:12])=CC=1.[I:15][C:16]1[CH:22]=[CH:21][C:19]([NH2:20])=[CH:18][CH:17]=1.C(#N)CC#N.O.[NH2:29][NH2:30], predict the reaction product. The product is: [I:15][C:16]1[CH:22]=[CH:21][C:19]([NH:20][N:9]=[C:10]2[C:11]([NH2:12])=[N:30][N:29]=[C:13]2[NH2:14])=[CH:18][CH:17]=1. (2) Given the reactants [H-].[Na+].[CH3:3][C:4]1[CH:9]=[CH:8][C:7]([S:10]([CH2:13][N+:14]#[C-:15])(=[O:12])=[O:11])=[CH:6][CH:5]=1.Br[CH2:17][CH2:18][CH2:19][CH2:20][C:21]1([C:24]([O:26][C:27]([CH3:30])([CH3:29])[CH3:28])=[O:25])[CH2:23][CH2:22]1.[OH2:31], predict the reaction product. The product is: [C:27]([O:26][C:24]([C:21]1([CH2:20][CH2:19][CH2:18][CH2:17][C:13]([N+:14]#[C-:15])([S:10]([C:7]2[CH:6]=[CH:5][C:4]([CH3:3])=[CH:9][CH:8]=2)(=[O:12])=[O:11])[CH2:17][CH2:18][CH2:19][CH2:20][C:21]2([C:24]([O:26][C:27]([CH3:28])([CH3:30])[CH3:29])=[O:31])[CH2:23][CH2:22]2)[CH2:23][CH2:22]1)=[O:25])([CH3:30])([CH3:29])[CH3:28].